Task: Predict the product of the given reaction.. Dataset: Forward reaction prediction with 1.9M reactions from USPTO patents (1976-2016) (1) Given the reactants [CH2:1]([N:3]([C:29](=O)[C:30]1[CH:35]=[CH:34][C:33]([OH:36])=[CH:32][CH:31]=1)[C:4]1[CH:9]=[C:8]([O:10][CH3:11])[CH:7]=[CH:6][C:5]=1[CH:12]1[CH2:21][CH2:20][C:19]2[CH:18]=[C:17]([O:22]C(=O)C(C)(C)C)[CH:16]=[CH:15][C:14]=2[CH2:13]1)[CH3:2].Cl[CH2:39][C:40]([N:42]([CH2:44][CH:45]([CH3:47])[CH3:46])[CH3:43])=O, predict the reaction product. The product is: [CH2:1]([N:3]([CH2:29][C:30]1[CH:31]=[CH:32][C:33]([O:36][CH2:39][CH2:40][N:42]([CH2:44][CH:45]([CH3:47])[CH3:46])[CH3:43])=[CH:34][CH:35]=1)[C:4]1[CH:9]=[C:8]([O:10][CH3:11])[CH:7]=[CH:6][C:5]=1[CH:12]1[CH2:21][CH2:20][C:19]2[CH:18]=[C:17]([OH:22])[CH:16]=[CH:15][C:14]=2[CH2:13]1)[CH3:2]. (2) Given the reactants [CH3:1][C:2]1([CH3:35])[CH2:11][CH2:10][C:9]([CH3:13])([CH3:12])[C:8]2[CH:7]=[C:6]([C:14]3[N:19]=[C:18]([N:20]4[CH2:25][CH2:24][CH:23]([NH:26][C:27]([C@@H:29]5[C@@H:33]([OH:34])[CH2:32][CH2:31][NH:30]5)=O)[CH2:22][CH2:21]4)[CH:17]=[CH:16][CH:15]=3)[CH:5]=[CH:4][C:3]1=2.CSC.B.B.CO, predict the reaction product. The product is: [CH3:1][C:2]1([CH3:35])[CH2:11][CH2:10][C:9]([CH3:12])([CH3:13])[C:8]2[CH:7]=[C:6]([C:14]3[N:19]=[C:18]([N:20]4[CH2:21][CH2:22][CH:23]([NH:26][CH2:27][C@@H:29]5[C@@H:33]([OH:34])[CH2:32][CH2:31][NH:30]5)[CH2:24][CH2:25]4)[CH:17]=[CH:16][CH:15]=3)[CH:5]=[CH:4][C:3]1=2. (3) Given the reactants [F:1][C:2]([F:38])([F:37])[C:3]1[CH:4]=[C:5]([CH:30]=[C:31]([C:33]([F:36])([F:35])[F:34])[CH:32]=1)[CH2:6][N:7]([CH2:14][C:15]1[CH:20]=[C:19]([C:21]([F:24])([F:23])[F:22])[CH:18]=[CH:17][C:16]=1[C:25]1([OH:29])[CH2:28][CH2:27][CH2:26]1)[C:8]1[N:9]=[N:10][N:11]([CH3:13])[N:12]=1.[H-].[Na+].[CH3:41]I, predict the reaction product. The product is: [F:38][C:2]([F:1])([F:37])[C:3]1[CH:4]=[C:5]([CH:30]=[C:31]([C:33]([F:34])([F:35])[F:36])[CH:32]=1)[CH2:6][N:7]([CH2:14][C:15]1[CH:20]=[C:19]([C:21]([F:24])([F:23])[F:22])[CH:18]=[CH:17][C:16]=1[C:25]1([O:29][CH3:41])[CH2:26][CH2:27][CH2:28]1)[C:8]1[N:9]=[N:10][N:11]([CH3:13])[N:12]=1. (4) The product is: [F:20][C:4]1[C:5]([NH:12][C:13]2[CH:18]=[CH:17][CH:16]=[CH:15][C:14]=2[Cl:19])=[C:6]([CH:11]=[C:2]([S:82][CH2:81][C:78]2[CH:79]=[CH:80][C:75]([O:74][CH3:73])=[CH:76][CH:77]=2)[C:3]=1[F:21])[C:7]([O:9][CH3:10])=[O:8]. Given the reactants Br[C:2]1[C:3]([F:21])=[C:4]([F:20])[C:5]([NH:12][C:13]2[CH:18]=[CH:17][CH:16]=[CH:15][C:14]=2[Cl:19])=[C:6]([CH:11]=1)[C:7]([O:9][CH3:10])=[O:8].C(N(CC)C(C)C)(C)C.CC1(C)C2C(=C(P(C3C=CC=CC=3)C3C=CC=CC=3)C=CC=2)OC2C(P(C3C=CC=CC=3)C3C=CC=CC=3)=CC=CC1=2.[CH3:73][O:74][C:75]1[CH:80]=[CH:79][C:78]([CH2:81][SH:82])=[CH:77][CH:76]=1, predict the reaction product. (5) Given the reactants [CH3:1][O:2][C:3]([C:5]1[NH:6][C:7]2[C:12]([C:13]=1[I:14])=[CH:11][CH:10]=[CH:9][CH:8]=2)=[O:4].[H-].[Na+].[C:17]1([CH3:27])[CH:22]=[CH:21][C:20]([S:23](Cl)(=[O:25])=[O:24])=[CH:19][CH:18]=1.C(OCC)(=O)C, predict the reaction product. The product is: [CH3:1][O:2][C:3]([C:5]1[N:6]([S:23]([C:20]2[CH:21]=[CH:22][C:17]([CH3:27])=[CH:18][CH:19]=2)(=[O:25])=[O:24])[C:7]2[C:12]([C:13]=1[I:14])=[CH:11][CH:10]=[CH:9][CH:8]=2)=[O:4]. (6) Given the reactants Cl[C:2]1[N:3]=[C:4]([N:25]2[CH2:30][CH2:29][O:28][CH2:27][CH2:26]2)[C:5]2[S:10][C:9]([CH2:11][N:12]3[CH2:17][CH2:16][N:15]([C:18]([CH3:23])([CH3:22])[C:19]([NH2:21])=[O:20])[CH2:14][CH2:13]3)=[C:8]([CH3:24])[C:6]=2[N:7]=1.[CH3:31][C:32]1[NH:36][C:35]2[CH:37]=[CH:38][CH:39]=[CH:40][C:34]=2[N:33]=1, predict the reaction product. The product is: [CH3:22][C:18]([N:15]1[CH2:16][CH2:17][N:12]([CH2:11][C:9]2[S:10][C:5]3[C:4]([N:25]4[CH2:30][CH2:29][O:28][CH2:27][CH2:26]4)=[N:3][C:2]([N:33]4[C:34]5[CH:40]=[CH:39][CH:38]=[CH:37][C:35]=5[N:36]=[C:32]4[CH3:31])=[N:7][C:6]=3[C:8]=2[CH3:24])[CH2:13][CH2:14]1)([CH3:23])[C:19]([NH2:21])=[O:20]. (7) Given the reactants Br[C:2]1[C:12]([NH:13][CH:14]([CH2:17][CH3:18])[CH2:15][CH3:16])=[CH:11][C:5]([C:6]([O:8][CH2:9][CH3:10])=[O:7])=[C:4]([CH3:19])[N:3]=1.[C-:20]#[N:21].[Na+].C([Sn](Cl)(CCCC)CCCC)CCC, predict the reaction product. The product is: [C:20]([C:2]1[C:12]([NH:13][CH:14]([CH2:17][CH3:18])[CH2:15][CH3:16])=[CH:11][C:5]([C:6]([O:8][CH2:9][CH3:10])=[O:7])=[C:4]([CH3:19])[N:3]=1)#[N:21].